This data is from Peptide-MHC class II binding affinity with 134,281 pairs from IEDB. The task is: Regression. Given a peptide amino acid sequence and an MHC pseudo amino acid sequence, predict their binding affinity value. This is MHC class II binding data. (1) The binding affinity (normalized) is 0.0793. The MHC is DRB1_0701 with pseudo-sequence DRB1_0701. The peptide sequence is YTVALFLAVALVAGP. (2) The peptide sequence is APYVAWMRATAIQAE. The MHC is DRB4_0101 with pseudo-sequence DRB4_0103. The binding affinity (normalized) is 0.195.